Regression. Given a peptide amino acid sequence and an MHC pseudo amino acid sequence, predict their binding affinity value. This is MHC class II binding data. From a dataset of Peptide-MHC class II binding affinity with 134,281 pairs from IEDB. (1) The peptide sequence is IFRHWYWQQPYYIVA. The MHC is DRB1_0401 with pseudo-sequence DRB1_0401. The binding affinity (normalized) is 0.539. (2) The peptide sequence is VPGNKKFVVNNLFFN. The MHC is DRB4_0101 with pseudo-sequence DRB4_0103. The binding affinity (normalized) is 0.265. (3) The binding affinity (normalized) is 0.489. The peptide sequence is GADQGCAINFGKREL. The MHC is DRB1_0801 with pseudo-sequence DRB1_0801. (4) The peptide sequence is GELQIVDKIQAAFKI. The binding affinity (normalized) is 0.568. The MHC is DRB1_0701 with pseudo-sequence DRB1_0701. (5) The peptide sequence is TAWDFSSAGGFFTSV. The MHC is HLA-DQA10102-DQB10501 with pseudo-sequence HLA-DQA10102-DQB10501. The binding affinity (normalized) is 0.240. (6) The peptide sequence is EAKYDAYVATVSEAL. The MHC is HLA-DPA10103-DPB10301 with pseudo-sequence HLA-DPA10103-DPB10301. The binding affinity (normalized) is 0.0986. (7) The peptide sequence is TLGEVWKRELNLLDK. The MHC is DRB1_0901 with pseudo-sequence DRB1_0901. The binding affinity (normalized) is 0.334. (8) The peptide sequence is PAKNIYSFNEIVALW. The MHC is HLA-DQA10301-DQB10302 with pseudo-sequence HLA-DQA10301-DQB10302. The binding affinity (normalized) is 0.390. (9) The peptide sequence is KPIFHFVGTSTFSEY. The MHC is DRB1_1201 with pseudo-sequence DRB1_1201. The binding affinity (normalized) is 0.395.